From a dataset of Catalyst prediction with 721,799 reactions and 888 catalyst types from USPTO. Predict which catalyst facilitates the given reaction. (1) Reactant: Cl[C:2]1[C:7]([C:8]#[N:9])=[C:6]([C:10]2[CH:15]=[CH:14][CH:13]=[C:12]([O:16][CH3:17])[C:11]=2[F:18])[N:5]=[C:4]([S:19][CH3:20])[N:3]=1.[SH:21][CH2:22][C:23]([NH2:25])=[O:24].C(=O)([O-])[O-].[Na+].[Na+]. Product: [C:8]([C:7]1[C:2]([S:21][CH2:22][C:23]([NH2:25])=[O:24])=[N:3][C:4]([S:19][CH3:20])=[N:5][C:6]=1[C:10]1[CH:15]=[CH:14][CH:13]=[C:12]([O:16][CH3:17])[C:11]=1[F:18])#[N:9]. The catalyst class is: 14. (2) Reactant: [CH2:1]([OH:4])[CH:2]=[CH2:3].[H-].[Na+].[NH2:7][C:8]1[CH:13]=[N:12][CH:11]=[C:10](Cl)[N:9]=1. Product: [CH2:1]([O:4][C:10]1[N:9]=[C:8]([NH2:7])[CH:13]=[N:12][CH:11]=1)[CH:2]=[CH2:3]. The catalyst class is: 12. (3) Reactant: Cl[C:2]1[C:11]2[C:6](=[CH:7][CH:8]=[C:9]([CH3:12])[CH:10]=2)[N:5]=[C:4]([N:13]2[CH2:19][C:18]3[CH:20]=[CH:21][CH:22]=[CH:23][C:17]=3[S:16](=[O:25])(=[O:24])[CH2:15][CH2:14]2)[CH:3]=1.[S:26]1[CH2:29][C:28]([CH2:32][NH2:33])([CH2:30][NH2:31])[CH2:27]1.C1(P(C2C=CC=CC=2)C2C=CC3C(=CC=CC=3)C=2C2C3C(=CC=CC=3)C=CC=2P(C2C=CC=CC=2)C2C=CC=CC=2)C=CC=CC=1.CC(C)([O-])C.[Na+]. Product: [NH2:31][CH2:30][C:28]1([CH2:32][NH:33][C:2]2[C:11]3[C:6](=[CH:7][CH:8]=[C:9]([CH3:12])[CH:10]=3)[N:5]=[C:4]([N:13]3[CH2:19][C:18]4[CH:20]=[CH:21][CH:22]=[CH:23][C:17]=4[S:16](=[O:25])(=[O:24])[CH2:15][CH2:14]3)[CH:3]=2)[CH2:29][S:26][CH2:27]1. The catalyst class is: 187. (4) Reactant: [F:1][C:2]1[CH:7]=[CH:6][CH:5]=[CH:4][C:3]=1[C:8]1[CH:13]=[C:12]([C:14]2[CH:19]=[CH:18][CH:17]=[CH:16][C:15]=2[F:20])[C:11]([O:21]C)=[CH:10][C:9]=1[O:23]C.ClCCl.B(Br)(Br)Br.CO. Product: [F:1][C:2]1[CH:7]=[CH:6][CH:5]=[CH:4][C:3]=1[C:8]1[CH:13]=[C:12]([C:14]2[CH:19]=[CH:18][CH:17]=[CH:16][C:15]=2[F:20])[C:11]([OH:21])=[CH:10][C:9]=1[OH:23]. The catalyst class is: 6. (5) Product: [C:12]([O:1][C:2]1[CH:3]=[C:4]([CH:8]=[C:9]([O:11][C:23](=[O:26])[CH3:24])[CH:10]=1)[C:5]([OH:7])=[O:6])(=[O:14])[CH3:13]. The catalyst class is: 13. Reactant: [OH:1][C:2]1[CH:3]=[C:4]([CH:8]=[C:9]([OH:11])[CH:10]=1)[C:5]([OH:7])=[O:6].[C:12](OC(=O)C)(=[O:14])[CH3:13].N1[CH:24]=[CH:23]C=CC=1.C(O)=[O:26]. (6) Reactant: C[O:2][C:3](=[O:19])[CH2:4][C:5]1[CH:10]=[CH:9][C:8]([O:11][CH2:12][C:13]2[CH:18]=[CH:17][CH:16]=[CH:15][CH:14]=2)=[CH:7][CH:6]=1.[OH-].[Li+].Cl. Product: [CH2:12]([O:11][C:8]1[CH:7]=[CH:6][C:5]([CH2:4][C:3]([OH:19])=[O:2])=[CH:10][CH:9]=1)[C:13]1[CH:14]=[CH:15][CH:16]=[CH:17][CH:18]=1. The catalyst class is: 111.